This data is from Full USPTO retrosynthesis dataset with 1.9M reactions from patents (1976-2016). The task is: Predict the reactants needed to synthesize the given product. (1) The reactants are: [C:1](/[CH:3]=[C:4](\[O-])/[C:5]([O:7][CH2:8][CH3:9])=[O:6])#[N:2].[Na+].Cl.[NH:13]([C:15]([O:17][C:18]([CH3:21])([CH3:20])[CH3:19])=[O:16])[NH2:14]. Given the product [NH2:2][C:1]1[CH:3]=[C:4]([C:5]([O:7][CH2:8][CH3:9])=[O:6])[N:13]([C:15]([O:17][C:18]([CH3:21])([CH3:20])[CH3:19])=[O:16])[N:14]=1, predict the reactants needed to synthesize it. (2) Given the product [CH2:7]([C:13]12[CH2:22][CH:17]3[CH2:18][CH:19]([CH2:21][CH:15]([CH2:16]3)[CH2:14]1)[CH2:20]2)[CH2:8][CH2:9][CH3:10], predict the reactants needed to synthesize it. The reactants are: [Mg].C(OCC)C.[CH2:7](Br)[CH2:8][CH2:9][CH3:10].Br[C:13]12[CH2:22][CH:17]3[CH2:18][CH:19]([CH2:21][CH:15]([CH2:16]3)[CH2:14]1)[CH2:20]2. (3) Given the product [ClH:1].[NH2:39][CH2:38][C@H:35]1[CH2:36][CH2:37][C@H:32]([C:30]([NH:29][C@H:4]([C:3](=[O:2])[NH:47][C:48]2[CH:49]=[CH:50][C:51]([C:54]3[NH:58][N:57]=[N:56][N:55]=3)=[CH:52][CH:53]=2)[CH2:5][C:6]2[CH:7]=[C:8]([C:12]3[CH:13]=[CH:14][C:15]([C:18]([NH:19][CH2:20][CH2:21][N:22]4[CH2:27][CH2:26][CH2:25][CH2:24][CH2:23]4)=[O:28])=[CH:16][CH:17]=3)[CH:9]=[CH:10][CH:11]=2)=[O:31])[CH2:33][CH2:34]1, predict the reactants needed to synthesize it. The reactants are: [ClH:1].[O:2]=[C:3]([NH:47][C:48]1[CH:53]=[CH:52][C:51]([C:54]2[NH:58][N:57]=[N:56][N:55]=2)=[CH:50][CH:49]=1)[C@@H:4]([NH:29][C:30]([C@H:32]1[CH2:37][CH2:36][C@H:35]([CH2:38][NH:39]C(=O)OC(C)(C)C)[CH2:34][CH2:33]1)=[O:31])[CH2:5][C:6]1[CH:7]=[C:8]([C:12]2[CH:17]=[CH:16][C:15]([C:18](=[O:28])[NH:19][CH2:20][CH2:21][N:22]3[CH2:27][CH2:26][CH2:25][CH2:24][CH2:23]3)=[CH:14][CH:13]=2)[CH:9]=[CH:10][CH:11]=1.C(#N)C. (4) Given the product [CH:1]1([C:4]([N:6]2[CH2:7][CH2:8][N:9]([C:12]([C:14]3[CH:15]=[CH:16][C:17]([CH:43]4[C:40](=[O:41])[C:47]5[C:46]([C:45]([O:49][CH3:50])=[O:48])=[CH:36][CH:37]=[CH:38][C:30]=5[NH:29][CH:22]4[C:23]4[CH:24]=[CH:25][CH:26]=[CH:27][CH:28]=4)=[CH:20][CH:21]=3)=[O:13])[CH2:10][CH2:11]2)=[O:5])[CH2:3][CH2:2]1, predict the reactants needed to synthesize it. The reactants are: [CH:1]1([C:4]([N:6]2[CH2:11][CH2:10][N:9]([C:12]([C:14]3[CH:21]=[CH:20][C:17](C=O)=[CH:16][CH:15]=3)=[O:13])[CH2:8][CH2:7]2)=[O:5])[CH2:3][CH2:2]1.[CH:22](=[N:29]/[C:30]1[CH:38]=[CH:37][CH:36]=C2C=1COC2=O)\[C:23]1[CH:28]=[CH:27][CH:26]=[CH:25][CH:24]=1.[CH3:40][O-:41].[Na+].[CH3:43]O.[C:45]([O:49][CH2:50]C)(=[O:48])[CH2:46][CH3:47]. (5) Given the product [CH3:1][O:2][CH2:3][CH2:4][N:5]1[CH:9]=[CH:8][C:7]([NH:10][C:11]([C:13]2[C:18]([NH:19][C:22]3[CH:27]=[C:26]([F:28])[CH:25]=[CH:24][N:23]=3)=[CH:17][CH:16]=[C:15]([CH3:20])[N:14]=2)=[O:12])=[N:6]1, predict the reactants needed to synthesize it. The reactants are: [CH3:1][O:2][CH2:3][CH2:4][N:5]1[CH:9]=[CH:8][C:7]([NH:10][C:11]([C:13]2[C:18]([NH2:19])=[CH:17][CH:16]=[C:15]([CH3:20])[N:14]=2)=[O:12])=[N:6]1.Cl[C:22]1[CH:27]=[C:26]([F:28])[CH:25]=[CH:24][N:23]=1. (6) Given the product [CH:15]1([N:12]2[CH2:13][CH2:14][N:9]([C:7]3[S:8][C:4]4[CH:3]=[C:2]([NH:23][C:20](=[O:22])[CH3:21])[CH:19]=[CH:18][C:5]=4[N:6]=3)[CH2:10][CH2:11]2)[CH2:17][CH2:16]1, predict the reactants needed to synthesize it. The reactants are: Br[C:2]1[CH:19]=[CH:18][C:5]2[N:6]=[C:7]([N:9]3[CH2:14][CH2:13][N:12]([CH:15]4[CH2:17][CH2:16]4)[CH2:11][CH2:10]3)[S:8][C:4]=2[CH:3]=1.[C:20]([NH2:23])(=[O:22])[CH3:21].C([O-])([O-])=O.[Cs+].[Cs+].CC1(C)C2C(=C(P(C3C=CC=CC=3)C3C=CC=CC=3)C=CC=2)OC2C(P(C3C=CC=CC=3)C3C=CC=CC=3)=CC=CC1=2.